This data is from Full USPTO retrosynthesis dataset with 1.9M reactions from patents (1976-2016). The task is: Predict the reactants needed to synthesize the given product. (1) Given the product [CH3:21][C:22]([CH3:49])([CH3:48])[C:23]([O:25][CH2:26][N:27]1[N:31]=[N:30][C:29]([C:32]2[CH:33]=[C:34]3[C:44](=[CH:45][CH:46]=2)[O:43][C:37]2([CH2:38][CH2:39][N:40]([C:9]([C:7]4[CH:6]=[C:5]([O:12][CH3:13])[C:4]([C:14]5[CH:19]=[CH:18][CH:17]=[CH:16][CH:15]=5)=[C:3]([O:2][CH3:1])[CH:8]=4)=[O:11])[CH2:41][CH2:42]2)[CH2:36][C:35]3=[O:47])=[N:28]1)=[O:24], predict the reactants needed to synthesize it. The reactants are: [CH3:1][O:2][C:3]1[CH:8]=[C:7]([C:9]([OH:11])=O)[CH:6]=[C:5]([O:12][CH3:13])[C:4]=1[C:14]1[CH:19]=[CH:18][CH:17]=[CH:16][CH:15]=1.Cl.[CH3:21][C:22]([CH3:49])([CH3:48])[C:23]([O:25][CH2:26][N:27]1[N:31]=[N:30][C:29]([C:32]2[CH:33]=[C:34]3[C:44](=[CH:45][CH:46]=2)[O:43][C:37]2([CH2:42][CH2:41][NH:40][CH2:39][CH2:38]2)[CH2:36][C:35]3=[O:47])=[N:28]1)=[O:24].CCN=C=NCCCN(C)C.C1C=CC2N(O)N=NC=2C=1. (2) The reactants are: Cl.[NH2:2][CH2:3][CH2:4][N:5]1[CH2:10][CH2:9][N:8]([CH2:11]/[CH:12]=[CH:13]/[C:14]([N:16]2[CH2:21][CH2:20][CH:19]([C:22]3[CH:27]=[CH:26][C:25]([C:28]([NH2:30])=[O:29])=[C:24]([O:31][C:32]4[CH:37]=[CH:36][C:35]([O:38][C:39]5[CH:44]=[CH:43][CH:42]=[CH:41][CH:40]=5)=[CH:34][CH:33]=4)[N:23]=3)[CH2:18][CH2:17]2)=[O:15])[CH2:7][CH2:6]1.[O:45]=[C:46]1[NH:50][C@@H:49]2[C@H:51]([CH2:54][CH2:55][CH2:56][CH2:57][C:58](O)=[O:59])[S:52][CH2:53][C@@H:48]2[NH:47]1.CN(C)CCCN=C=NCC.C(N(CC)CC)C. Given the product [O:45]=[C:46]1[NH:50][C@@H:49]2[C@H:51]([CH2:54][CH2:55][CH2:56][CH2:57][C:58]([NH:2][CH2:3][CH2:4][N:5]3[CH2:10][CH2:9][N:8]([CH2:11][CH:12]=[CH:13][C:14]([N:16]4[CH2:17][CH2:18][CH:19]([C:22]5[CH:27]=[CH:26][C:25]([C:28]([NH2:30])=[O:29])=[C:24]([O:31][C:32]6[CH:37]=[CH:36][C:35]([O:38][C:39]7[CH:40]=[CH:41][CH:42]=[CH:43][CH:44]=7)=[CH:34][CH:33]=6)[N:23]=5)[CH2:20][CH2:21]4)=[O:15])[CH2:7][CH2:6]3)=[O:59])[S:52][CH2:53][C@@H:48]2[NH:47]1, predict the reactants needed to synthesize it.